This data is from Reaction yield outcomes from USPTO patents with 853,638 reactions. The task is: Predict the reaction yield, written as a fraction of the theoretical maximum amount of product (1.0 means a 100% yield; for example, 0.34 means a 34% yield). (1) The reactants are I.[NH2:2][C:3]1[C:4]([C:11]([NH:13][C:14](=[NH:17])SC)=[O:12])=[N:5][C:6]([Cl:10])=[C:7]([NH2:9])[N:8]=1.C(N(CC)CC)C.[C:25]([O:29][C:30](=[O:48])[NH:31][CH2:32][CH2:33][NH:34][C:35](=[O:47])[C:36]1[CH:41]=[CH:40][C:39]([CH2:42][CH2:43][CH2:44][CH2:45][NH2:46])=[CH:38][CH:37]=1)([CH3:28])([CH3:27])[CH3:26]. The catalyst is CO. The product is [C:25]([O:29][C:30](=[O:48])[NH:31][CH2:32][CH2:33][NH:34][C:35](=[O:47])[C:36]1[CH:41]=[CH:40][C:39]([CH2:42][CH2:43][CH2:44][CH2:45][NH:46][C:14]([NH2:17])=[N:13][C:11]([C:4]2[C:3]([NH2:2])=[N:8][C:7]([NH2:9])=[C:6]([Cl:10])[N:5]=2)=[O:12])=[CH:38][CH:37]=1)([CH3:28])([CH3:26])[CH3:27]. The yield is 0.620. (2) The reactants are [NH2:1][C:2]1[CH:21]=[CH:20][C:5]([CH2:6][C:7]2[CH:12]=[CH:11][N:10]=[C:9]([NH:13][CH2:14][CH2:15][CH2:16][N:17]([CH3:19])[CH3:18])[CH:8]=2)=[C:4]([F:22])[CH:3]=1.COC1C=CC(CNC2N=CN=C(OC3C=CC(N[C:45]([NH:47][C:48](=[O:57])[CH2:49][C:50]4[CH:55]=[CH:54][C:53]([F:56])=[CH:52][CH:51]=4)=[O:46])=CC=3F)C=2)=CC=1.C(Cl)[Cl:62]. The yield is 0.140. The product is [ClH:62].[CH3:19][N:17]([CH3:18])[CH2:16][CH2:15][CH2:14][NH:13][C:9]1[CH:8]=[C:7]([CH2:6][C:5]2[CH:20]=[CH:21][C:2]([NH:1][C:45]([NH:47][C:48](=[O:57])[CH2:49][C:50]3[CH:55]=[CH:54][C:53]([F:56])=[CH:52][CH:51]=3)=[O:46])=[CH:3][C:4]=2[F:22])[CH:12]=[CH:11][N:10]=1. No catalyst specified. (3) The reactants are [NH:1]1[C:9]2[C:4](=[C:5]([O:10][C@H:11]3[CH2:16][CH2:15][CH2:14][C@H:13]([NH2:17])[CH2:12]3)[CH:6]=[CH:7][CH:8]=2)[CH:3]=[N:2]1.[ClH:18].C(OCC)C. The catalyst is C(O)C. The product is [ClH:18].[NH:1]1[C:9]2[C:4](=[C:5]([O:10][C@H:11]3[CH2:16][CH2:15][CH2:14][C@H:13]([NH2:17])[CH2:12]3)[CH:6]=[CH:7][CH:8]=2)[CH:3]=[N:2]1. The yield is 0.880. (4) The reactants are Cl[C:2]1[CH:3]=[CH:4][C:5]2[O:14][CH2:13][CH2:12][C:11]3[CH:10]=[C:9]([C:15]4[N:16]([C:20]5[CH:25]=[CH:24][C:23]([F:26])=[CH:22][C:21]=5[F:27])[N:17]=[CH:18][N:19]=4)[S:8][C:7]=3[C:6]=2[N:28]=1.[CH:29]([NH2:32])([CH3:31])[CH3:30].CC(C1C=C(C(C)C)C(C2C=CC=CC=2P(C2CCCCC2)C2CCCCC2)=C(C(C)C)C=1)C.CC(C)([O-])C. The catalyst is O1CCOCC1.CC([O-])=O.CC([O-])=O.[Pd+2]. The product is [F:27][C:21]1[CH:22]=[C:23]([F:26])[CH:24]=[CH:25][C:20]=1[N:16]1[C:15]([C:9]2[S:8][C:7]3[C:6]4[N:28]=[C:2]([NH:32][CH:29]([CH3:31])[CH3:30])[CH:3]=[CH:4][C:5]=4[O:14][CH2:13][CH2:12][C:11]=3[CH:10]=2)=[N:19][CH:18]=[N:17]1. The yield is 0.250. (5) The reactants are CN(C(ON1N=NC2C=CC=NC1=2)=[N+](C)C)C.F[P-](F)(F)(F)(F)F.[O:25]=[C:26]1[N:34]2[C@@H:29]([CH2:30][CH2:31][C@@H:32]([C:35]([OH:37])=O)[CH2:33]2)[CH2:28][CH2:27]1.Cl.[Cl:39][C:40]1[C:41]([CH2:46][NH2:47])=[N:42][CH:43]=[CH:44][N:45]=1.CCN(C(C)C)C(C)C. The catalyst is C(Cl)Cl. The product is [Cl:39][C:40]1[C:41]([CH2:46][NH:47][C:35]([C@@H:32]2[CH2:31][CH2:30][C@@H:29]3[N:34]([C:26](=[O:25])[CH2:27][CH2:28]3)[CH2:33]2)=[O:37])=[N:42][CH:43]=[CH:44][N:45]=1. The yield is 0.910.